Dataset: Forward reaction prediction with 1.9M reactions from USPTO patents (1976-2016). Task: Predict the product of the given reaction. Given the reactants C(OC([N:8]1[CH2:12][CH:11]([OH:13])[CH:10]([N:14]2[CH2:19][CH2:18][N:17]([CH2:20][C:21]3[CH:26]=[CH:25][C:24]([Cl:27])=[CH:23][CH:22]=3)[CH2:16][CH2:15]2)[CH2:9]1)=O)(C)(C)C, predict the reaction product. The product is: [Cl:27][C:24]1[CH:25]=[CH:26][C:21]([CH2:20][N:17]2[CH2:18][CH2:19][N:14]([CH:10]3[CH2:9][NH:8][CH2:12][CH:11]3[OH:13])[CH2:15][CH2:16]2)=[CH:22][CH:23]=1.